This data is from Forward reaction prediction with 1.9M reactions from USPTO patents (1976-2016). The task is: Predict the product of the given reaction. Given the reactants [CH3:1][C:2]1[C:7]([N+:8]([O-:10])=[O:9])=[CH:6][N:5]=[C:4]([CH2:11]O)[CH:3]=1.CCN(S(F)(F)[F:19])CC, predict the reaction product. The product is: [F:19][CH2:11][C:4]1[CH:3]=[C:2]([CH3:1])[C:7]([N+:8]([O-:10])=[O:9])=[CH:6][N:5]=1.